From a dataset of Catalyst prediction with 721,799 reactions and 888 catalyst types from USPTO. Predict which catalyst facilitates the given reaction. Reactant: [Cl:1][C:2]1[N:7]=[C:6]([NH:8][CH2:9][CH2:10][CH2:11][OH:12])[C:5]([CH3:13])=[CH:4][N:3]=1.O[C:15]1[CH:16]=[C:17]2[C:21](=[CH:22][CH:23]=1)[C@H:20]([CH2:24][C:25]([O:27][CH2:28][CH3:29])=[O:26])[CH2:19][CH2:18]2.C1C=CC(P(C2C=CC=CC=2)C2C=CC=CC=2)=CC=1.C1CCN(C(N=NC(N2CCCCC2)=O)=O)CC1. Product: [Cl:1][C:2]1[N:7]=[C:6]([NH:8][CH2:9][CH2:10][CH2:11][O:12][C:15]2[CH:16]=[C:17]3[C:21](=[CH:22][CH:23]=2)[C@H:20]([CH2:24][C:25]([O:27][CH2:28][CH3:29])=[O:26])[CH2:19][CH2:18]3)[C:5]([CH3:13])=[CH:4][N:3]=1. The catalyst class is: 1.